From a dataset of Full USPTO retrosynthesis dataset with 1.9M reactions from patents (1976-2016). Predict the reactants needed to synthesize the given product. (1) Given the product [Br:19][C:14]1[CH:13]=[C:12]([N:11]2[C:10](=[O:20])[O:9][N:8]=[C:7]2[C:3]2[C:2]([NH:1][CH2:55][CH2:54][NH:53][S:50]([NH:49][C:48](=[O:60])[O:47][CH2:46][CH:44]3[C:43]4[CH:42]=[CH:41][CH:40]=[CH:39][C:38]=4[C:37]4[C:45]3=[CH:33][CH:34]=[CH:35][CH:36]=4)(=[O:51])=[O:52])=[N:6][O:5][N:4]=2)[CH:17]=[CH:16][C:15]=1[F:18], predict the reactants needed to synthesize it. The reactants are: [NH2:1][C:2]1[C:3]([C:7]2[N:11]([C:12]3[CH:17]=[CH:16][C:15]([F:18])=[C:14]([Br:19])[CH:13]=3)[C:10](=[O:20])[O:9][N:8]=2)=[N:4][O:5][N:6]=1.CS(O)(=O)=O.C([SiH](CC)CC)C.[CH:33]1[C:45]2[CH:44]([CH2:46][O:47][C:48](=[O:60])[NH:49][S:50]([NH:53][CH2:54][CH:55](OC)OC)(=[O:52])=[O:51])[C:43]3[C:38](=[CH:39][CH:40]=[CH:41][CH:42]=3)[C:37]=2[CH:36]=[CH:35][CH:34]=1. (2) Given the product [N+:14]([C:4]1[CH:5]=[C:6]([C:8]2[CH:9]=[N:10][CH:11]=[CH:12][CH:13]=2)[CH:7]=[C:2]([C:9]2[CH:8]=[CH:13][CH:12]=[CH:11][N:10]=2)[C:3]=1[NH2:17])([O-:16])=[O:15], predict the reactants needed to synthesize it. The reactants are: Br[C:2]1[CH:7]=[C:6]([C:8]2[CH:9]=[N:10][CH:11]=[CH:12][CH:13]=2)[CH:5]=[C:4]([N+:14]([O-:16])=[O:15])[C:3]=1[NH2:17].[Br-]. (3) Given the product [C:1]([O:5][C:6]([N:8]1[CH2:9][C:10](=[O:12])[O:16][C:14](=[O:15])[CH2:13]1)=[O:7])([CH3:2])([CH3:3])[CH3:4], predict the reactants needed to synthesize it. The reactants are: [C:1]([O:5][C:6]([N:8]([CH2:13][C:14]([OH:16])=[O:15])[CH2:9][C:10]([OH:12])=O)=[O:7])([CH3:4])([CH3:3])[CH3:2].C1CCC(N=C=NC2CCCCC2)CC1. (4) Given the product [CH2:1]([N:3]1[C:12]2[C:7](=[CH:8][C:9]([I:14])=[C:10]([N:23]3[CH2:24][CH2:25][N:20]([CH3:19])[CH2:21][CH2:22]3)[CH:11]=2)[C:6](=[O:15])[C:5]([C:16]([OH:18])=[O:17])=[CH:4]1)[CH3:2], predict the reactants needed to synthesize it. The reactants are: [CH2:1]([N:3]1[C:12]2[C:7](=[CH:8][C:9]([I:14])=[C:10](F)[CH:11]=2)[C:6](=[O:15])[C:5]([C:16]([OH:18])=[O:17])=[CH:4]1)[CH3:2].[CH3:19][N:20]1[CH2:25][CH2:24][NH:23][CH2:22][CH2:21]1.C(N(CC)CC)C.